Dataset: Experimentally validated miRNA-target interactions with 360,000+ pairs, plus equal number of negative samples. Task: Binary Classification. Given a miRNA mature sequence and a target amino acid sequence, predict their likelihood of interaction. (1) The miRNA is cel-miR-42-3p with sequence UCACCGGGUUAACAUCUACAGA. The protein sequence of the target gene is MGSDRSALGRPGCTGSCLSSRASLLPLLLVLLDCLGHGTASKDAEVYAAENWLRLYGYLPQPSRHMSTMRSAQILASALAEMQSFYGIPVTGVLDEETKTWMKRPRCGVPDQFGVHVKANLRRRRKRYTLTGKAWNNYHLTFSIQNYTEKLGWYNSMEAVRRAFQVWEQVTPLVFQEVSYDDIRLRRRAEADIMVLFASGFHGDSSPFDGVGGFLAHAYFPGPGLGGDTHFDADEPWTFSSTDLHGISLFLVAVHELGHALGLEHSSNPSAIMAPFYQWMDTDNFQLPEDDLRGIQQLYG.... Result: 0 (no interaction). (2) The miRNA is mmu-miR-202-3p with sequence AGAGGUAUAGCGCAUGGGAAGA. The protein sequence of the target gene is MAGLRGNAVAGLLWMLLLWSGGGGCQAQRAGCKSVHYDLVFLLDTSSSVGKEDFEKVRQWVANLVDTFEVGPDRTRVGVVRYSDRPTTAFELGLFGSQEEVKAAARRLAYHGGNTNTGDALRYITARSFSPHAGGRPRDRAYKQVAILLTDGRSQDLVLDAAAAAHRAGIRIFAVGVGEALKEELEEIASEPKSAHVFHVSDFNAIDKIRGKLRRRLCENVLCPSVRVEGDRFKHTNGGTKEITGFDLMDLFSVKEILGKRENGAQSSYVRMGSFPVVQSTEDVFPQGLPDEYAFVTTFR.... Result: 0 (no interaction). (3) The miRNA is hsa-miR-19a-5p with sequence AGUUUUGCAUAGUUGCACUACA. The protein sequence of the target gene is MESKPSRIPRRISVQPSSSLSARMMSGSRGSSLNDTYHSRDSSFRLDSEYQSTSASASASPFQSAWYSESEITQGARSRSQNQQRDHDSKRPKLSCTNCTTSAGRNVGNGLNTLSDSSWRHSQVPRSSSMVLGSFGTDLMRERRDLERRTDSSISNLMDYSHRSGDFTTSSYVQDRVPSYSQGARPKENSMSTLQLNTSSTNHQLPSEHQTILSSRDSRNSLRSNFSSRESESSRSNTQPGFSYSSSRDEAPIISNSERVVSSQRPFQESSDNEGRRTTRRLLSRIASSMSSTFFSRRSS.... Result: 0 (no interaction). (4) The protein sequence of the target gene is MPRSFLVRKPSDPNRKPNYSELQDSNPEFTFQQPYDQAHLLAAIPPPEILNPTASLPMLIWDSVLAPQAQPIAWASLRLQESPRVAELTSLSDEDSGKGSQPPSPPSPAPSSFSSTSVSSLEAEAYAAFPGLGQVPKQLAQLSEAKDLQARKAFNCKYCNKEYLSLGALKMHIRSHTLPCVCGTCGKAFSRPWLLQGHVRTHTGEKPFSCPHCSRAFADRSNLRAHLQTHSDVKKYQCQACARTFSRMSLLHKHQESGCSGCPR. The miRNA is hsa-miR-128-3p with sequence UCACAGUGAACCGGUCUCUUU. Result: 1 (interaction).